This data is from Forward reaction prediction with 1.9M reactions from USPTO patents (1976-2016). The task is: Predict the product of the given reaction. (1) Given the reactants [BH4-].[Na+].[OH:3][C@H:4]1[C:13](=[O:14])[C:12]2[C:11]([CH2:15][O:16][CH3:17])=[CH:10][N:9]3[C:18]([CH3:22])=[C:19]([CH3:21])[N:20]=[C:8]3[C:7]=2[NH:6][C@@H:5]1[C:23]1[CH:28]=[CH:27][CH:26]=[CH:25][CH:24]=1, predict the reaction product. The product is: [OH:14][C@H:13]1[C:12]2[C:11]([CH2:15][O:16][CH3:17])=[CH:10][N:9]3[C:18]([CH3:22])=[C:19]([CH3:21])[N:20]=[C:8]3[C:7]=2[NH:6][C@H:5]([C:23]2[CH:24]=[CH:25][CH:26]=[CH:27][CH:28]=2)[C@H:4]1[OH:3]. (2) The product is: [S:20]1[CH:24]=[CH:23][CH:22]=[C:21]1[C:25]1[CH:33]=[CH:32][CH:31]=[CH:30][C:26]=1[C:27]([N:3]1[CH2:4][C@H:5]2[C@H:1]([CH2:6]2)[C@H:2]1[CH2:7][NH:8][C:9]([C:11]1[N:18]2[C:14]([S:15][CH:16]=[CH:17]2)=[N:13][C:12]=1[CH3:19])=[O:10])=[O:28]. Given the reactants [C@H:1]12[CH2:6][C@H:5]1[CH2:4][NH:3][C@@H:2]2[CH2:7][NH:8][C:9]([C:11]1[N:18]2[C:14]([S:15][CH:16]=[CH:17]2)=[N:13][C:12]=1[CH3:19])=[O:10].[S:20]1[CH:24]=[CH:23][CH:22]=[C:21]1[C:25]1[CH:33]=[CH:32][CH:31]=[CH:30][C:26]=1[C:27](O)=[O:28], predict the reaction product. (3) Given the reactants [Cl:1][C:2]1[CH:7]=[C:6]2[NH:8][C:9](=[O:41])[C:10]3([CH:15]([C:16]4[CH:21]=[C:20]([Cl:22])[CH:19]=[CH:18][C:17]=4[O:23][C:24]([C:29](O)=[O:30])([CH2:27][CH3:28])[CH2:25][CH3:26])[CH2:14][C:13](=[O:32])[NH:12][CH:11]3[C:33]3[CH:38]=[C:37]([F:39])[CH:36]=[CH:35][C:34]=3[CH3:40])[C:5]2=[CH:4][C:3]=1[F:42].C1N=CN(C(N2C=NC=C2)=O)C=1.[CH3:55][S:56]([NH2:59])(=[O:58])=[O:57].[H-].[Na+].Cl, predict the reaction product. The product is: [Cl:1][C:2]1[CH:7]=[C:6]2[NH:8][C:9](=[O:41])[C:10]3([CH:15]([C:16]4[CH:21]=[C:20]([Cl:22])[CH:19]=[CH:18][C:17]=4[O:23][C:24]([CH2:27][CH3:28])([C:29]([NH:59][S:56]([CH3:55])(=[O:58])=[O:57])=[O:30])[CH2:25][CH3:26])[CH2:14][C:13](=[O:32])[NH:12][CH:11]3[C:33]3[CH:38]=[C:37]([F:39])[CH:36]=[CH:35][C:34]=3[CH3:40])[C:5]2=[CH:4][C:3]=1[F:42]. (4) Given the reactants Cl[C:2]1[N:10]=[CH:9][N:8]=[C:7]2[C:3]=1[NH:4][CH:5]=[N:6]2.[C:11]1([CH:17]([CH2:19][OH:20])[NH2:18])[CH:16]=[CH:15][CH:14]=[CH:13][CH:12]=1.C(N(CC)CC)C, predict the reaction product. The product is: [C:11]1([CH:17]([NH:18][C:2]2[N:10]=[CH:9][N:8]=[C:7]3[C:3]=2[NH:4][CH:5]=[N:6]3)[CH2:19][OH:20])[CH:16]=[CH:15][CH:14]=[CH:13][CH:12]=1. (5) The product is: [N:1]([C@H:4]1[C@@H:8]([C@H:9]2[CH2:13][O:12][C:11]([CH3:14])([CH3:15])[O:10]2)[O:7][C:6](=[O:16])[C@H:5]1[OH:17])=[N+:2]=[N-:3]. Given the reactants [N:1]([C@@H:4]1[C@@H:8]([C@H:9]2[CH2:13][O:12][C:11]([CH3:15])([CH3:14])[O:10]2)[O:7][C:6](=[O:16])[C@@H:5]1[O:17]S(C(F)(F)F)(=O)=O)=[N+:2]=[N-:3].[Na].FC(F)(F)C(O)=O.CO, predict the reaction product.